From a dataset of Full USPTO retrosynthesis dataset with 1.9M reactions from patents (1976-2016). Predict the reactants needed to synthesize the given product. (1) The reactants are: [F:1][C:2]1[CH:3]=[C:4]([CH:6]=[C:7]([F:9])[CH:8]=1)N.N([O-])=O.[Na+].[SH:14][C:15](=[S:19])[O:16][CH2:17][CH3:18].[K]. Given the product [CH2:17]([O:16][C:15]([S:19][C:4]1[CH:3]=[C:2]([F:1])[CH:8]=[C:7]([F:9])[CH:6]=1)=[S:14])[CH3:18], predict the reactants needed to synthesize it. (2) The reactants are: [CH2:1]=[CH:2][CH2:3][CH2:4][CH2:5][CH2:6][CH2:7]CC.[C:10]1(C)[CH:15]=[CH:14][CH:13]=[C:12]([CH:16]=[CH:17][CH2:18][CH3:19])[CH:11]=1.Cl[CH2:22]Cl. Given the product [C:11]1([CH3:22])[CH:10]=[CH:15][CH:14]=[CH:13][C:12]=1[CH2:16][CH2:17][CH:18]=[CH:19][CH2:1][CH2:2][CH2:3][CH2:4][CH2:5][CH2:6][CH3:7], predict the reactants needed to synthesize it.